From a dataset of Forward reaction prediction with 1.9M reactions from USPTO patents (1976-2016). Predict the product of the given reaction. (1) Given the reactants C(OC([NH:8][CH2:9][C@H:10]1[CH2:15][CH2:14][C@H:13]([C:16]([NH:18][C@H:19]([C:50](=[O:67])[NH:51][C:52]2[CH:66]=[CH:65][C:55]3[NH:56][C:57]([C:59]4[CH:64]=[CH:63][CH:62]=[CH:61][N:60]=4)=[N:58][C:54]=3[CH:53]=2)[CH2:20][C:21]2[CH:26]=[CH:25][C:24]([C:27]3[CH:32]=[CH:31][C:30]([C:33]([NH:35][CH:36]4[CH2:41][CH2:40][N:39](C(OC(C)(C)C)=O)[CH2:38][CH2:37]4)=[O:34])=[CH:29][C:28]=3[CH3:49])=[CH:23][CH:22]=2)=[O:17])[CH2:12][CH2:11]1)=O)(C)(C)C.[ClH:68], predict the reaction product. The product is: [ClH:68].[NH2:8][CH2:9][C@H:10]1[CH2:15][CH2:14][C@H:13]([C:16]([NH:18][C@H:19]([C:50](=[O:67])[NH:51][C:52]2[CH:66]=[CH:65][C:55]3[NH:56][C:57]([C:59]4[CH:64]=[CH:63][CH:62]=[CH:61][N:60]=4)=[N:58][C:54]=3[CH:53]=2)[CH2:20][C:21]2[CH:22]=[CH:23][C:24]([C:27]3[CH:32]=[CH:31][C:30]([C:33]([NH:35][CH:36]4[CH2:37][CH2:38][NH:39][CH2:40][CH2:41]4)=[O:34])=[CH:29][C:28]=3[CH3:49])=[CH:25][CH:26]=2)=[O:17])[CH2:12][CH2:11]1. (2) Given the reactants [CH3:1][O:2][C:3]([C:5]1[S:9][C:8]([NH:10]C(OC(C)(C)C)=O)=[N:7][C:6]=1[C:18]1[CH:23]=[CH:22][C:21]([C:24](=[O:29])[NH:25][CH:26]2[CH2:28][CH2:27]2)=[CH:20][CH:19]=1)=[O:4].C(O)(C(F)(F)F)=O, predict the reaction product. The product is: [CH3:1][O:2][C:3]([C:5]1[S:9][C:8]([NH2:10])=[N:7][C:6]=1[C:18]1[CH:19]=[CH:20][C:21]([C:24](=[O:29])[NH:25][CH:26]2[CH2:28][CH2:27]2)=[CH:22][CH:23]=1)=[O:4].